From a dataset of Catalyst prediction with 721,799 reactions and 888 catalyst types from USPTO. Predict which catalyst facilitates the given reaction. (1) Reactant: [CH:1]1([C:5]([NH:7][C@H:8]([C:14]2[CH:19]=[CH:18][CH:17]=[C:16](F)[CH:15]=2)[CH2:9][C:10](OC)=[O:11])=[O:6])[CH2:4][CH2:3][CH2:2]1.[H-].C([Al+]CC(C)C)C(C)C.CO.Cl. Product: [O:11]=[CH:10][CH2:9][C@H:8]([NH:7][C:5]([CH:1]1[CH2:4][CH2:3][CH2:2]1)=[O:6])[C:14]1[CH:15]=[CH:16][CH:17]=[CH:18][CH:19]=1. The catalyst class is: 2. (2) Reactant: [C:1]([O:5][C:6](=[O:17])[NH:7][C:8]1[CH:13]=[C:12]([O:14][CH3:15])[CH:11]=[CH:10][C:9]=1[CH3:16])([CH3:4])([CH3:3])[CH3:2].[Li]C(CC)C.[CH:23](=[O:26])[CH2:24][CH3:25]. Product: [C:1]([O:5][C:6](=[O:17])[NH:7][C:8]1[CH:13]=[C:12]([O:14][CH3:15])[CH:11]=[CH:10][C:9]=1[CH2:16][CH:23]([OH:26])[CH2:24][CH3:25])([CH3:4])([CH3:3])[CH3:2]. The catalyst class is: 1. (3) Reactant: C([O:3][C:4](=[O:35])[CH:5]([O:32][CH2:33][CH3:34])[CH2:6][C:7]1[CH:12]=[CH:11][C:10]([O:13][CH2:14][CH2:15][O:16][CH:17]2[C:23]3[CH:24]=[CH:25][CH:26]=[CH:27][C:22]=3[CH2:21][S:20][C:19]3[CH:28]=[CH:29][CH:30]=[CH:31][C:18]2=3)=[CH:9][CH:8]=1)C.[OH-].[Na+]. Product: [CH:31]1[C:18]2[CH:17]([O:16][CH2:15][CH2:14][O:13][C:10]3[CH:11]=[CH:12][C:7]([CH2:6][CH:5]([O:32][CH2:33][CH3:34])[C:4]([OH:35])=[O:3])=[CH:8][CH:9]=3)[C:23]3[CH:24]=[CH:25][CH:26]=[CH:27][C:22]=3[CH2:21][S:20][C:19]=2[CH:28]=[CH:29][CH:30]=1. The catalyst class is: 8. (4) Reactant: C[O:2][C:3](=[O:34])[CH2:4][CH2:5][C:6]1[CH:11]=[CH:10][C:9]([O:12][C:13]2[CH:18]=[CH:17][C:16]([CH2:19][CH:20]([NH:26][C:27]([O:29][C:30]([CH3:33])([CH3:32])[CH3:31])=[O:28])[C:21](=[O:25])[N:22]([CH3:24])[CH3:23])=[CH:15][CH:14]=2)=[CH:8][CH:7]=1.[OH-].[Li+]. Product: [C:30]([O:29][C:27]([NH:26][CH:20]([C:21](=[O:25])[N:22]([CH3:24])[CH3:23])[CH2:19][C:16]1[CH:17]=[CH:18][C:13]([O:12][C:9]2[CH:10]=[CH:11][C:6]([CH2:5][CH2:4][C:3]([OH:34])=[O:2])=[CH:7][CH:8]=2)=[CH:14][CH:15]=1)=[O:28])([CH3:32])([CH3:31])[CH3:33]. The catalyst class is: 20. (5) Reactant: [CH2:1]([NH:3][C:4]([C:6]1[S:7][CH:8]=[CH:9][CH:10]=1)=[O:5])[CH3:2].[CH:11](=[O:13])C. Product: [CH2:1]([NH:3][C:4]([C:6]1[S:7][CH:8]=[CH:9][C:10]=1[CH2:11][OH:13])=[O:5])[CH3:2]. The catalyst class is: 773. (6) Reactant: [NH:1]1[CH2:5][CH2:4][CH2:3][CH2:2]1.N(CC(O)=O)C.P([O-])([O-])([O-])=O.[K+].[K+].[K+].[OH:20][C:21]1[C@H:30]2[C@H:25]([C@H:26]3[CH2:31][C@@H:29]2[CH2:28][CH2:27]3)[N:24]([CH2:32][CH2:33][CH:34]([CH3:36])[CH3:35])[C:23](=[O:37])[C:22]=1[C:38]1[NH:43][C:42]2[CH:44]=[CH:45][C:46](I)=[CH:47][C:41]=2[S:40](=[O:50])(=[O:49])[N:39]=1. Product: [O:50]=[S:40]1(=[O:49])[C:41]2[CH:47]=[C:46]([N:1]3[CH2:5][CH2:4][CH2:3][CH2:2]3)[CH:45]=[CH:44][C:42]=2[NH:43][C:38]([C:22]2[C:23](=[O:37])[N:24]([CH2:32][CH2:33][CH:34]([CH3:35])[CH3:36])[C@@H:25]3[C@H:30]([C:21]=2[OH:20])[C@@H:29]2[CH2:31][C@H:26]3[CH2:27][CH2:28]2)=[N:39]1. The catalyst class is: 590. (7) Reactant: [NH2:1][C@H:2]([C:8]([OH:10])=[O:9])[CH2:3][CH2:4][CH2:5][CH2:6][NH2:7].[C:11]1(=[O:18])OC(=O)[CH2:14][CH2:13][CH2:12]1.C[N:20]([CH:22]=[O:23])C. The catalyst class is: 277. Product: [C:11]([NH2:1])(=[O:18])[CH2:12][CH2:13][CH2:14][C:22]([NH2:20])=[O:23].[NH2:1][C@H:2]([C:8]([OH:10])=[O:9])[CH2:3][CH2:4][CH2:5][CH2:6][NH2:7]. (8) Reactant: [OH:1][C:2]1[CH:7]=[CH:6][C:5]([C:8](=[O:10])[CH3:9])=[CH:4][CH:3]=1.C=O.F[C:14](F)(F)C([O-])=O.C[NH2+]C1C=CC=CC=1.C(OCC)C. Product: [OH:1][C:2]1[CH:7]=[CH:6][C:5]([C:8](=[O:10])[CH:9]=[CH2:14])=[CH:4][CH:3]=1. The catalyst class is: 1. (9) Reactant: [NH2:1][C:2]1[N:6]([CH3:7])[C:5]([SH:8])=[N:4][C:3]=1[C:9]([NH2:11])=[O:10].Br[C:13]1[C:21]([S:22]([CH3:25])(=[O:24])=[O:23])=[CH:20][C:16]2[O:17][CH2:18][O:19][C:15]=2[CH:14]=1. Product: [NH2:1][C:2]1[N:6]([CH3:7])[C:5]([S:8][C:13]2[C:21]([S:22]([CH3:25])(=[O:23])=[O:24])=[CH:20][C:16]3[O:17][CH2:18][O:19][C:15]=3[CH:14]=2)=[N:4][C:3]=1[C:9]([NH2:11])=[O:10]. The catalyst class is: 28. (10) Reactant: [Cl:1][C:2]1[CH:21]=[CH:20][C:5]([O:6][C:7]2[CH:19]=[CH:18][C:10]([O:11][CH:12]3[CH2:17][CH2:16][NH:15][CH2:14][CH2:13]3)=[CH:9][CH:8]=2)=[CH:4][CH:3]=1.Cl. Product: [ClH:1].[Cl:1][C:2]1[CH:21]=[CH:20][C:5]([O:6][C:7]2[CH:19]=[CH:18][C:10]([O:11][CH:12]3[CH2:17][CH2:16][NH:15][CH2:14][CH2:13]3)=[CH:9][CH:8]=2)=[CH:4][CH:3]=1. The catalyst class is: 12.